This data is from Catalyst prediction with 721,799 reactions and 888 catalyst types from USPTO. The task is: Predict which catalyst facilitates the given reaction. (1) Reactant: [CH3:1][C:2]1[CH:7]=[CH:6][C:5]([C:8]2[C:9]3[CH:24]=[CH:23][CH:22]=[N:21][C:10]=3[NH:11][C:12](=O)[CH:13]([C:15]3[S:16][CH:17]=[CH:18][CH:19]=3)[N:14]=2)=[CH:4][CH:3]=1.[CH:25]1([NH2:28])[CH2:27][CH2:26]1. Product: [CH:25]1([NH:28][C:12]2[CH:13]([C:15]3[S:16][CH:17]=[CH:18][CH:19]=3)[N:14]=[C:8]([C:5]3[CH:4]=[CH:3][C:2]([CH3:1])=[CH:7][CH:6]=3)[C:9]3[CH:24]=[CH:23][CH:22]=[N:21][C:10]=3[N:11]=2)[CH2:27][CH2:26]1. The catalyst class is: 1. (2) Reactant: [CH3:1][O:2][C:3](=[O:14])[CH2:4][C:5]1[C:13]2[C:8](=[CH:9][CH:10]=[CH:11][CH:12]=2)[NH:7][CH:6]=1.[H-].[Na+].[CH2:17](I)[CH2:18][CH2:19][CH2:20][CH2:21][CH3:22].Cl. Product: [CH3:1][O:2][C:3](=[O:14])[CH2:4][C:5]1[C:13]2[C:8](=[CH:9][CH:10]=[CH:11][CH:12]=2)[N:7]([CH2:17][CH2:18][CH2:19][CH2:20][CH2:21][CH3:22])[CH:6]=1. The catalyst class is: 35.